This data is from Catalyst prediction with 721,799 reactions and 888 catalyst types from USPTO. The task is: Predict which catalyst facilitates the given reaction. (1) Reactant: [CH3:1][C:2]1([CH3:32])[O:7][C:6]2[CH:8]=[CH:9][C:10]([C@H:12]3[O:16][C:15](=[O:17])[N:14]([CH2:18][CH2:19][C:20]4[CH:31]=[CH:30][C:23]5[O:24][CH2:25][C@@H:26]([CH2:28][OH:29])[O:27][C:22]=5[CH:21]=4)[CH2:13]3)=[CH:11][C:5]=2[CH2:4][O:3]1.[H-].[Na+].Br[CH2:36][C:37]1[CH:38]=[C:39]([CH:42]=[CH:43][CH:44]=1)[C:40]#[N:41]. Product: [CH3:1][C:2]1([CH3:32])[O:7][C:6]2[CH:8]=[CH:9][C:10]([C@H:12]3[O:16][C:15](=[O:17])[N:14]([CH2:18][CH2:19][C:20]4[CH:31]=[CH:30][C:23]5[O:24][CH2:25][C@@H:26]([CH2:28][O:29][CH2:36][C:37]6[CH:38]=[C:39]([CH:42]=[CH:43][CH:44]=6)[C:40]#[N:41])[O:27][C:22]=5[CH:21]=4)[CH2:13]3)=[CH:11][C:5]=2[CH2:4][O:3]1. The catalyst class is: 3. (2) Reactant: [NH2:1][C:2]1[C:11]([C:12]([O:14][CH3:15])=[O:13])=[C:10]2[C:5]([CH:6]3[CH2:16][CH:7]3[CH2:8][O:9]2)=[CH:4][CH:3]=1.[CH2:17]([N:19]1[CH2:23][CH2:22][C@@H:21]([CH2:24][C:25]2[CH:30]=[C:29]([F:31])[CH:28]=[CH:27][C:26]=2[S:32](Cl)(=[O:34])=[O:33])[CH2:20]1)[CH3:18]. Product: [CH2:17]([N:19]1[CH2:23][CH2:22][C@@H:21]([CH2:24][C:25]2[CH:30]=[C:29]([F:31])[CH:28]=[CH:27][C:26]=2[S:32]([NH:1][C:2]2[C:11]([C:12]([O:14][CH3:15])=[O:13])=[C:10]3[C:5]([C@@H:6]4[CH2:16][C@@H:7]4[CH2:8][O:9]3)=[CH:4][CH:3]=2)(=[O:33])=[O:34])[CH2:20]1)[CH3:18]. The catalyst class is: 202. (3) Reactant: [CH:1]1([N:7]2[C:11]([CH2:12][CH2:13][CH2:14][CH2:15][O:16][C:17]3[CH:18]=[C:19]4[C:24](=[CH:25][CH:26]=3)[NH:23][C:22](=[O:27])[CH2:21][CH2:20]4)=[N:10][N:9]=[N:8]2)[CH2:6][CH2:5][CH2:4][CH2:3][CH2:2]1.N1C=CC=CC=1.[Cl:34][CH2:35][CH2:36][CH2:37][C:38](Cl)=[O:39]. Product: [Cl:34][CH2:35][CH2:36][CH2:37][C:38]([N:23]1[C:24]2[C:19](=[CH:18][C:17]([O:16][CH2:15][CH2:14][CH2:13][CH2:12][C:11]3[N:7]([CH:1]4[CH2:6][CH2:5][CH2:4][CH2:3][CH2:2]4)[N:8]=[N:9][N:10]=3)=[CH:26][CH:25]=2)[CH2:20][CH2:21][C:22]1=[O:27])=[O:39]. The catalyst class is: 373. (4) Reactant: [CH:1]([NH2:4])([CH3:3])[CH3:2].O.Cl[C:7]1[C:12]([C:13]([O:15][CH2:16][CH3:17])=[O:14])=[CH:11][N:10]=[C:9]([S:18][CH3:19])[N:8]=1. Product: [CH:1]([NH:4][C:11]1[C:12]([C:13]([O:15][CH2:16][CH3:17])=[O:14])=[CH:7][N:8]=[C:9]([S:18][CH3:19])[N:10]=1)([CH3:3])[CH3:2]. The catalyst class is: 23. (5) Reactant: [CH:1]1(Br)[CH2:5][CH2:4][CH2:3][CH2:2]1.[OH:7][C:8]1[CH:9]=[C:10]([C:14]2([C:31]3[CH:36]=[CH:35][N:34]=[CH:33][CH:32]=3)[C:22]3[C:17](=[N:18][CH:19]=[CH:20][CH:21]=3)[C:16]([NH:23]C(=O)OC(C)(C)C)=[N:15]2)[CH:11]=[CH:12][CH:13]=1.C(=O)([O-])[O-].[Cs+].[Cs+]. Product: [CH:1]1([O:7][C:8]2[CH:9]=[C:10]([C:14]3([C:31]4[CH:36]=[CH:35][N:34]=[CH:33][CH:32]=4)[C:22]4[C:17](=[N:18][CH:19]=[CH:20][CH:21]=4)[C:16]([NH2:23])=[N:15]3)[CH:11]=[CH:12][CH:13]=2)[CH2:5][CH2:4][CH2:3][CH2:2]1. The catalyst class is: 3.